This data is from Forward reaction prediction with 1.9M reactions from USPTO patents (1976-2016). The task is: Predict the product of the given reaction. (1) The product is: [C:32]([O:31][C:29]([N:26]1[CH2:27][CH2:28][CH:23]([CH2:22][N:21]([CH3:3])[CH2:20][CH:17]2[CH2:16][CH2:15][N:14]([C:12]([O:11][C:7]([CH3:10])([CH3:9])[CH3:8])=[O:13])[CH2:19][CH2:18]2)[CH2:24][CH2:25]1)=[O:30])([CH3:35])([CH3:34])[CH3:33]. Given the reactants C=O.[C:3]([BH3-])#N.[Na+].[C:7]([O:11][C:12]([N:14]1[CH2:19][CH2:18][CH:17]([CH2:20][NH:21][CH2:22][CH:23]2[CH2:28][CH2:27][N:26]([C:29]([O:31][C:32]([CH3:35])([CH3:34])[CH3:33])=[O:30])[CH2:25][CH2:24]2)[CH2:16][CH2:15]1)=[O:13])([CH3:10])([CH3:9])[CH3:8].[OH-].[Na+], predict the reaction product. (2) Given the reactants Cl[C:2]1[C:11]2[C:6](=[CH:7][C:8]([O:12][CH3:13])=[CH:9][CH:10]=2)[CH:5]=[C:4]([NH:14][C:15]2[CH:19]=[CH:18][NH:17][N:16]=2)[N:3]=1.B(O)(O)[C:21]1[C:29]2[C:24](=[CH:25][CH:26]=[CH:27][CH:28]=2)[S:23][CH:22]=1, predict the reaction product. The product is: [S:23]1[CH:22]=[C:21]([C:2]2[C:11]3[C:6](=[CH:7][C:8]([O:12][CH3:13])=[CH:9][CH:10]=3)[CH:5]=[C:4]([NH:14][C:15]3[CH:19]=[CH:18][NH:17][N:16]=3)[N:3]=2)[C:29]2[CH:28]=[CH:27][CH:26]=[CH:25][C:24]1=2. (3) Given the reactants [C:1]([O:5][C:6]([N:8]1[CH2:11][CH2:10][C:9]1([CH3:15])[C:12]([OH:14])=O)=[O:7])([CH3:4])([CH3:3])[CH3:2].[F:16][C:17]([F:33])([F:32])[C:18]1[N:23]=[CH:22][C:21]([C:24]2[N:29]=[CH:28][N:27]=[C:26]([CH2:30][NH2:31])[CH:25]=2)=[CH:20][CH:19]=1.CCN(C(C)C)C(C)C.C1CN([P+](ON2N=NC3C=CC=NC2=3)(N2CCCC2)N2CCCC2)CC1.F[P-](F)(F)(F)(F)F, predict the reaction product. The product is: [CH3:15][C:9]1([C:12](=[O:14])[NH:31][CH2:30][C:26]2[CH:25]=[C:24]([C:21]3[CH:22]=[N:23][C:18]([C:17]([F:33])([F:32])[F:16])=[CH:19][CH:20]=3)[N:29]=[CH:28][N:27]=2)[CH2:10][CH2:11][N:8]1[C:6]([O:5][C:1]([CH3:2])([CH3:3])[CH3:4])=[O:7].